From a dataset of NCI-60 drug combinations with 297,098 pairs across 59 cell lines. Regression. Given two drug SMILES strings and cell line genomic features, predict the synergy score measuring deviation from expected non-interaction effect. (1) Drug 1: C1=CN(C=N1)CC(O)(P(=O)(O)O)P(=O)(O)O. Drug 2: COCCOC1=C(C=C2C(=C1)C(=NC=N2)NC3=CC=CC(=C3)C#C)OCCOC.Cl. Cell line: SNB-19. Synergy scores: CSS=1.42, Synergy_ZIP=-0.825, Synergy_Bliss=0.175, Synergy_Loewe=-0.955, Synergy_HSA=-0.482. (2) Drug 1: C1=CC(=CC=C1CCCC(=O)O)N(CCCl)CCCl. Drug 2: C1C(C(OC1N2C=NC3=C(N=C(N=C32)Cl)N)CO)O. Cell line: NCI-H522. Synergy scores: CSS=16.9, Synergy_ZIP=-5.70, Synergy_Bliss=-7.59, Synergy_Loewe=-5.54, Synergy_HSA=-5.41. (3) Drug 1: CC1OCC2C(O1)C(C(C(O2)OC3C4COC(=O)C4C(C5=CC6=C(C=C35)OCO6)C7=CC(=C(C(=C7)OC)O)OC)O)O. Drug 2: C(CC(=O)O)C(=O)CN.Cl. Cell line: EKVX. Synergy scores: CSS=19.8, Synergy_ZIP=-6.18, Synergy_Bliss=-3.34, Synergy_Loewe=-0.755, Synergy_HSA=-0.842. (4) Drug 2: C(=O)(N)NO. Synergy scores: CSS=20.2, Synergy_ZIP=-7.69, Synergy_Bliss=-5.91, Synergy_Loewe=-1.56, Synergy_HSA=-1.21. Drug 1: C1CCN(CC1)CCOC2=CC=C(C=C2)C(=O)C3=C(SC4=C3C=CC(=C4)O)C5=CC=C(C=C5)O. Cell line: MCF7. (5) Drug 1: C1CCC(CC1)NC(=O)N(CCCl)N=O. Drug 2: C1C(C(OC1N2C=NC3=C2NC=NCC3O)CO)O. Cell line: SNB-75. Synergy scores: CSS=14.4, Synergy_ZIP=-7.26, Synergy_Bliss=-9.47, Synergy_Loewe=-8.73, Synergy_HSA=-8.71. (6) Drug 1: C1CC(C1)(C(=O)O)C(=O)O.[NH2-].[NH2-].[Pt+2]. Drug 2: CC1=C2C(C(=O)C3(C(CC4C(C3C(C(C2(C)C)(CC1OC(=O)C(C(C5=CC=CC=C5)NC(=O)C6=CC=CC=C6)O)O)OC(=O)C7=CC=CC=C7)(CO4)OC(=O)C)O)C)OC(=O)C. Cell line: 786-0. Synergy scores: CSS=7.32, Synergy_ZIP=0.217, Synergy_Bliss=2.08, Synergy_Loewe=-3.73, Synergy_HSA=1.75.